Dataset: Full USPTO retrosynthesis dataset with 1.9M reactions from patents (1976-2016). Task: Predict the reactants needed to synthesize the given product. (1) Given the product [Br:1][C:2]1[CH:3]=[C:4]([C:14]2[CH:19]=[CH:18][C:17]([S:20]([CH3:23])(=[O:22])=[O:21])=[CH:16][CH:15]=2)[N:5]2[C:10]=1[CH:9]=[N:8][C:7]([NH:36][C:33]1[CH:32]=[CH:31][C:30]([N:29]3[CH2:24][CH2:25][O:26][CH2:27][CH2:28]3)=[CH:35][CH:34]=1)=[N:6]2, predict the reactants needed to synthesize it. The reactants are: [Br:1][C:2]1[CH:3]=[C:4]([C:14]2[CH:19]=[CH:18][C:17]([S:20]([CH3:23])(=[O:22])=[O:21])=[CH:16][CH:15]=2)[N:5]2[C:10]=1[CH:9]=[N:8][C:7](S(C)=O)=[N:6]2.[CH2:24]1[N:29]([C:30]2[CH:35]=[CH:34][C:33]([NH2:36])=[CH:32][CH:31]=2)[CH2:28][CH2:27][O:26][CH2:25]1.CN1CCCC1=O. (2) Given the product [CH3:1][C:2]1[CH:3]=[CH:4][C:5]([OH:16])=[C:6]([C:8]2[NH:13][C:12](=[N:22][C:21]3[C:23]([CH:27]([CH3:28])[CH3:29])=[CH:24][CH:25]=[CH:26][C:20]=3[CH:17]([CH3:19])[CH3:18])[CH:11]=[CH:10][CH:9]=2)[CH:7]=1, predict the reactants needed to synthesize it. The reactants are: [CH3:1][C:2]1[CH:3]=[CH:4][C:5]([OH:16])=[C:6]([C:8]2[N:13]=[C:12](C=O)[CH:11]=[CH:10][CH:9]=2)[CH:7]=1.[CH:17]([C:20]1[CH:26]=[CH:25][CH:24]=[C:23]([CH:27]([CH3:29])[CH3:28])[C:21]=1[NH2:22])([CH3:19])[CH3:18]. (3) Given the product [F:2][C:3]1[CH:4]=[C:5]([N:10]2[C:14]([CH2:15][NH:16][C:34](=[O:35])[CH:33]([C:24]3[CH:25]=[CH:26][C:27]([CH2:28][O:29][CH2:30][CH2:31][OH:32])=[C:22]([F:21])[CH:23]=3)[CH3:37])=[CH:13][C:12]([C:17]([F:18])([F:20])[F:19])=[N:11]2)[CH:6]=[C:7]([F:9])[CH:8]=1, predict the reactants needed to synthesize it. The reactants are: Cl.[F:2][C:3]1[CH:4]=[C:5]([N:10]2[C:14]([CH2:15][NH2:16])=[CH:13][C:12]([C:17]([F:20])([F:19])[F:18])=[N:11]2)[CH:6]=[C:7]([F:9])[CH:8]=1.[F:21][C:22]1[CH:23]=[C:24]([CH:33]([CH3:37])[C:34](O)=[O:35])[CH:25]=[CH:26][C:27]=1[CH2:28][O:29][CH2:30][CH2:31][OH:32].C1C=CC2N(O)N=NC=2C=1.CN(C(ON1N=NC2C=CC=CC1=2)=[N+](C)C)C.[B-](F)(F)(F)F.CCN(C(C)C)C(C)C.